Task: Predict the product of the given reaction.. Dataset: Forward reaction prediction with 1.9M reactions from USPTO patents (1976-2016) (1) Given the reactants [CH2:1]([O:3][C:4]([C:6]1[NH:7][C:8]([CH3:11])=[CH:9][CH:10]=1)=[O:5])[CH3:2].[CH:12]1[C:21]2[C:16](=[CH:17][CH:18]=[CH:19][CH:20]=2)[CH:15]=[CH:14][C:13]=1[CH2:22][C:23](Cl)=[O:24], predict the reaction product. The product is: [CH2:1]([O:3][C:4]([C:6]1[NH:7][C:8]([CH3:11])=[C:9]([C:23](=[O:24])[CH2:22][C:13]2[CH:14]=[CH:15][C:16]3[C:21](=[CH:20][CH:19]=[CH:18][CH:17]=3)[CH:12]=2)[CH:10]=1)=[O:5])[CH3:2]. (2) The product is: [NH2:6][CH2:9][CH:10]1[O:14][C:13](=[O:15])[N:12]([C:16]2[CH:24]=[CH:23][C:19]([C:20]([NH2:22])=[O:21])=[C:18]([F:25])[CH:17]=2)[CH2:11]1. Given the reactants O1CCCC1.[N:6]([CH2:9][CH:10]1[O:14][C:13](=[O:15])[N:12]([C:16]2[CH:24]=[CH:23][C:19]([C:20]([NH2:22])=[O:21])=[C:18]([F:25])[CH:17]=2)[CH2:11]1)=[N+]=[N-], predict the reaction product. (3) Given the reactants [OH:1][CH2:2][C@H:3]([NH:5][C:6]([C:8]1[NH:9][C:10]([C:13]2[CH:18]=[C:17]([O:19][C:20]3[CH:21]=[N:22][C:23]([S:26]([CH3:29])(=[O:28])=[O:27])=[CH:24][CH:25]=3)[CH:16]=[C:15]([O:30][C@@H:31]([CH3:35])[CH2:32][O:33][CH3:34])[CH:14]=2)=[CH:11][CH:12]=1)=O)[CH3:4].CS(O)(=O)=O.C(N(CC)CC)C.C(=O)([O-])O.[Na+], predict the reaction product. The product is: [CH3:34][O:33][CH2:32][C@H:31]([CH3:35])[O:30][C:15]1[CH:16]=[C:17]([CH:18]=[C:13]([C:10]2[NH:9][C:8]([C:6]3[O:1][CH2:2][C@@H:3]([CH3:4])[N:5]=3)=[CH:12][CH:11]=2)[CH:14]=1)[O:19][C:20]1[CH:25]=[CH:24][C:23]([S:26]([CH3:29])(=[O:28])=[O:27])=[N:22][CH:21]=1. (4) Given the reactants [CH3:1][C:2]1([CH3:16])[CH2:7][C:6]([C:8](=[O:15])[CH2:9][CH2:10][CH2:11][CH2:12][CH:13]=[O:14])=[CH:5][CH2:4][CH2:3]1, predict the reaction product. The product is: [CH3:1][C:2]1([CH3:16])[CH2:7][C:6]([C:8](=[O:15])[CH2:9][CH2:10][CH2:11][CH2:12][CH2:13][OH:14])=[CH:5][CH2:4][CH2:3]1. (5) Given the reactants [C:1]([C:4]1[CH:9]=[CH:8][C:7]([C:10]2[C:19]([O:20]C)=[C:18]3[C:13]([CH:14]=[N:15][C:16]([NH:22][CH3:23])=[N:17]3)=[C:12]([C:24]3[CH:29]=[CH:28][CH:27]=[C:26]([Cl:30])[CH:25]=3)[CH:11]=2)=[CH:6][CH:5]=1)([OH:3])=[O:2].C[S-].[Na+].[Cl-].[NH4+], predict the reaction product. The product is: [C:1]([C:4]1[CH:5]=[CH:6][C:7]([C:10]2[C:19]([OH:20])=[C:18]3[C:13]([CH:14]=[N:15][C:16]([NH:22][CH3:23])=[N:17]3)=[C:12]([C:24]3[CH:29]=[CH:28][CH:27]=[C:26]([Cl:30])[CH:25]=3)[CH:11]=2)=[CH:8][CH:9]=1)([OH:3])=[O:2]. (6) The product is: [Cl:1][CH2:2][C:3]([N:6]1[C:15]2[C:10](=[CH:11][CH:12]=[CH:13][CH:14]=2)[CH2:9][CH2:8][CH2:7]1)=[O:4]. Given the reactants [Cl:1][CH2:2][C:3](Cl)=[O:4].[NH:6]1[C:15]2[C:10](=[CH:11][CH:12]=[CH:13][CH:14]=2)[CH2:9][CH2:8][CH2:7]1, predict the reaction product. (7) Given the reactants Cl.[CH2:2]1[C:8]2[CH:9]=[CH:10][CH:11]=[CH:12][C:7]=2[CH2:6][CH2:5][NH:4][CH2:3]1.CCN(C(C)C)C(C)C.Cl[C:23]1[N:24]=[C:25]([S:31][CH3:32])[N:26]=[N:27][C:28]=1[C:29]#[N:30], predict the reaction product. The product is: [CH3:32][S:31][C:25]1[N:26]=[N:27][C:28]([C:29]#[N:30])=[C:23]([N:4]2[CH2:3][CH2:2][C:8]3[CH:9]=[CH:10][CH:11]=[CH:12][C:7]=3[CH2:6][CH2:5]2)[N:24]=1. (8) Given the reactants [F:1][C:2]1[CH:30]=[CH:29][C:5]([CH2:6][N:7]2[C:11]3=[CH:12][N:13]=[C:14]([C:19](NOC4CCCCO4)=[O:20])[C:15]([CH2:16][CH2:17][OH:18])=[C:10]3[CH:9]=[CH:8]2)=[CH:4][CH:3]=1.C1(P(C2C=CC=CC=2)C2C=CC=CC=2)C=CC=CC=1.CC(OC(/N=N/C(OC(C)C)=O)=O)C, predict the reaction product. The product is: [F:1][C:2]1[CH:3]=[CH:4][C:5]([CH2:6][N:7]2[C:11]3[C:10](=[C:15]4[CH2:16][CH2:17][O:18][C:19](=[O:20])[C:14]4=[N:13][CH:12]=3)[CH:9]=[CH:8]2)=[CH:29][CH:30]=1. (9) The product is: [Cl:31][C:11]1[C:12]2[N:13]([N:15]=[C:16]([C:18]([O:20][CH2:21][CH3:22])=[O:19])[CH:17]=2)[CH:14]=[C:9]([C:3]2[CH:4]=[CH:5][C:6]([Cl:8])=[CH:7][C:2]=2[Cl:1])[N:10]=1. Given the reactants [Cl:1][C:2]1[CH:7]=[C:6]([Cl:8])[CH:5]=[CH:4][C:3]=1[C:9]1[NH:10][C:11](=O)[C:12]2[N:13]([N:15]=[C:16]([C:18]([O:20][CH2:21][CH3:22])=[O:19])[CH:17]=2)[CH:14]=1.C(=O)(O)[O-].[Na+].P(Cl)(Cl)([Cl:31])=O, predict the reaction product.